This data is from Peptide-MHC class I binding affinity with 185,985 pairs from IEDB/IMGT. The task is: Regression. Given a peptide amino acid sequence and an MHC pseudo amino acid sequence, predict their binding affinity value. This is MHC class I binding data. (1) The peptide sequence is KLTQGRQTY. The MHC is HLA-A30:01 with pseudo-sequence HLA-A30:01. The binding affinity (normalized) is 0.582. (2) The peptide sequence is RGINDRNFW. The MHC is HLA-A02:01 with pseudo-sequence HLA-A02:01. The binding affinity (normalized) is 0.0847. (3) The peptide sequence is AVYGNITHK. The MHC is HLA-A02:03 with pseudo-sequence HLA-A02:03. The binding affinity (normalized) is 0.100. (4) The peptide sequence is VHPRSVLI. The MHC is H-2-Kb with pseudo-sequence H-2-Kb. The binding affinity (normalized) is 0.170.